The task is: Predict the reaction yield, written as a fraction of the theoretical maximum amount of product (1.0 means a 100% yield; for example, 0.34 means a 34% yield).. This data is from Reaction yield outcomes from USPTO patents with 853,638 reactions. (1) The reactants are [Cl:1][C:2]1[CH:22]=[C:21]([Cl:23])[CH:20]=[CH:19][C:3]=1[CH2:4][N:5]1[C:9]([CH2:10][CH2:11][C:12]([OH:14])=O)=[CH:8][C:7]([O:15][CH:16]([CH3:18])[CH3:17])=[N:6]1.[CH3:24][CH:25]([S:27]([NH2:30])(=[O:29])=[O:28])[CH3:26].N12CCCN=C1CCCCC2. The catalyst is O1CCCC1. The product is [Cl:1][C:2]1[CH:22]=[C:21]([Cl:23])[CH:20]=[CH:19][C:3]=1[CH2:4][N:5]1[C:9]([CH2:10][CH2:11][C:12]([NH:30][S:27]([CH:25]([CH3:26])[CH3:24])(=[O:29])=[O:28])=[O:14])=[CH:8][C:7]([O:15][CH:16]([CH3:18])[CH3:17])=[N:6]1. The yield is 0.540. (2) The reactants are [F:1][C:2]1[CH:3]=[C:4]([CH:6]=[CH:7][C:8]=1[O:9][CH3:10])[NH2:5].[N:11]([O-])=O.[Na+].O.O.[Sn](Cl)Cl. The catalyst is O.Cl. The product is [F:1][C:2]1[CH:3]=[C:4]([NH:5][NH2:11])[CH:6]=[CH:7][C:8]=1[O:9][CH3:10]. The yield is 0.500. (3) The catalyst is C(Cl)Cl. The reactants are [N+:1]([C:4]1[CH:9]=[CH:8][C:7]([N:10]2[CH2:15][CH2:14][CH:13]([N:16]3[CH2:21][CH2:20][N:19](C(OC(C)(C)C)=O)[CH2:18][CH2:17]3)[CH2:12][CH2:11]2)=[CH:6][C:5]=1[O:29][CH2:30][C:31]([F:34])([F:33])[F:32])([O-:3])=[O:2].C(O)(C(F)(F)F)=O. The product is [N+:1]([C:4]1[CH:9]=[CH:8][C:7]([N:10]2[CH2:11][CH2:12][CH:13]([N:16]3[CH2:17][CH2:18][NH:19][CH2:20][CH2:21]3)[CH2:14][CH2:15]2)=[CH:6][C:5]=1[O:29][CH2:30][C:31]([F:34])([F:33])[F:32])([O-:3])=[O:2]. The yield is 0.820. (4) The reactants are [Br:1][C:2]1[CH:7]=[C:6]([N+:8]([O-])=O)[C:5]([CH3:11])=[CH:4][C:3]=1[O:12][C:13]1[CH:18]=[CH:17][C:16]([F:19])=[CH:15][C:14]=1[F:20].[NH4+].[Cl-]. The catalyst is C1COCC1.CO.[Zn]. The product is [Br:1][C:2]1[C:3]([O:12][C:13]2[CH:18]=[CH:17][C:16]([F:19])=[CH:15][C:14]=2[F:20])=[CH:4][C:5]([CH3:11])=[C:6]([NH2:8])[CH:7]=1. The yield is 0.810. (5) The reactants are [N+:1]([C:4]1[CH:9]=[CH:8][C:7]([C:10]([F:13])([F:12])[F:11])=[CH:6][C:5]=1[S:14](Cl)(=[O:16])=[O:15])([O-:3])=[O:2].[N:18]1[CH:23]=[CH:22][CH:21]=[CH:20][CH:19]=1. The catalyst is CN(C1C=CN=CC=1)C.C(Cl)Cl. The product is [N+:1]([C:4]1[CH:9]=[CH:8][C:7]([C:10]([F:13])([F:12])[F:11])=[CH:6][C:5]=1[S:14]([NH:1][C:4]1[CH:5]=[CH:6][CH:7]=[C:22]2[C:23]=1[N:18]=[CH:19][CH:20]=[CH:21]2)(=[O:16])=[O:15])([O-:3])=[O:2]. The yield is 0.320. (6) The reactants are [CH:1]12[O:6][CH:5]1[CH2:4][N:3]([C:7]([O:9][CH2:10][C:11]1[CH:16]=[CH:15][CH:14]=[CH:13][CH:12]=1)=[O:8])[CH2:2]2.[OH-].[Na+].[OH-].[NH4+:20]. No catalyst specified. The product is [NH2:20][C@H:1]1[C@H:5]([OH:6])[CH2:4][N:3]([C:7]([O:9][CH2:10][C:11]2[CH:16]=[CH:15][CH:14]=[CH:13][CH:12]=2)=[O:8])[CH2:2]1. The yield is 0.950. (7) The reactants are [Cl:1][C:2]1[C:3](=[O:9])[NH:4][N:5]=[CH:6][C:7]=1[Cl:8].CCN(CC)CC.[CH2:17](Cl)[O:18][CH3:19]. The catalyst is CN(C)C1C=CN=CC=1.C(Cl)Cl. The product is [Cl:1][C:2]1[C:3](=[O:9])[N:4]([CH2:17][O:18][CH3:19])[N:5]=[CH:6][C:7]=1[Cl:8]. The yield is 0.330. (8) The reactants are [Cl:1][C:2]1[CH:10]=[CH:9][C:8]2[NH:7][C:6]3[CH2:11][CH2:12][N:13]([C:16]([O:18][C:19]([CH3:22])([CH3:21])[CH3:20])=[O:17])[CH2:14][CH2:15][C:5]=3[C:4]=2[C:3]=1[Cl:23].[H-].[Na+].Br[CH2:27][C:28]([O:30][CH2:31][CH3:32])=[O:29]. The catalyst is CN(C=O)C. The product is [Cl:1][C:2]1[CH:10]=[CH:9][C:8]2[N:7]([CH2:27][C:28]([O:30][CH2:31][CH3:32])=[O:29])[C:6]3[CH2:11][CH2:12][N:13]([C:16]([O:18][C:19]([CH3:20])([CH3:22])[CH3:21])=[O:17])[CH2:14][CH2:15][C:5]=3[C:4]=2[C:3]=1[Cl:23]. The yield is 0.700. (9) The reactants are C([O:3][C:4]([C:6]1[CH:7]=[N:8][N:9]([CH2:12][CH2:13][O:14][CH2:15][CH2:16][O:17][CH3:18])[C:10]=1[Cl:11])=[O:5])C.[OH-].[Li+]. The catalyst is CO.O. The product is [Cl:11][C:10]1[N:9]([CH2:12][CH2:13][O:14][CH2:15][CH2:16][O:17][CH3:18])[N:8]=[CH:7][C:6]=1[C:4]([OH:5])=[O:3]. The yield is 0.860. (10) The reactants are Cl.[NH:2]1[C:10]2[CH:9]=[CH:8][CH:7]=[C:6]([C:11]([O:13][CH3:14])=[O:12])[C:5]=2[CH:4]=[CH:3]1.[N:15]([O-])=O.[Na+].[OH2:19]. No catalyst specified. The product is [CH:3]([C:4]1[C:5]2[C:6]([C:11]([O:13][CH3:14])=[O:12])=[CH:7][CH:8]=[CH:9][C:10]=2[NH:2][N:15]=1)=[O:19]. The yield is 0.350.